From a dataset of HIV replication inhibition screening data with 41,000+ compounds from the AIDS Antiviral Screen. Binary Classification. Given a drug SMILES string, predict its activity (active/inactive) in a high-throughput screening assay against a specified biological target. The compound is O=c1[nH]c(=O)n(C2CC(O)C(CO)O2)c2nc3ccc4cc5ccccc5cc4c3nc12. The result is 0 (inactive).